Dataset: Forward reaction prediction with 1.9M reactions from USPTO patents (1976-2016). Task: Predict the product of the given reaction. (1) Given the reactants [CH2:1]([C:8]1[C:9](Cl)=[N:10][CH:11]=[N:12][C:13]=1[Cl:14])[C:2]1[CH:7]=[CH:6][CH:5]=[CH:4][CH:3]=1.[NH:16]1[CH2:20][CH2:19][CH2:18][CH2:17]1.C(N(CC)CC)C, predict the reaction product. The product is: [CH2:1]([C:8]1[C:13]([Cl:14])=[N:12][CH:11]=[N:10][C:9]=1[N:16]1[CH2:20][CH2:19][CH2:18][CH2:17]1)[C:2]1[CH:3]=[CH:4][CH:5]=[CH:6][CH:7]=1. (2) Given the reactants Cl.Cl.[F:3][C:4]1[C:12]([C:13]2[C:21]3[C:20]([NH2:22])=[N:19][CH:18]=[N:17][C:16]=3[N:15]([CH3:23])[CH:14]=2)=[CH:11][CH:10]=[C:9]2[C:5]=1[CH2:6][CH2:7][NH:8]2.[C:24]1([CH2:30][C:31](O)=[O:32])[CH:29]=[CH:28][CH:27]=[CH:26][CH:25]=1.CN(C(ON1N=NC2C=CC=NC1=2)=[N+](C)C)C.F[P-](F)(F)(F)(F)F.CCN(C(C)C)C(C)C, predict the reaction product. The product is: [F:3][C:4]1[C:12]([C:13]2[C:21]3[C:20]([NH2:22])=[N:19][CH:18]=[N:17][C:16]=3[N:15]([CH3:23])[CH:14]=2)=[CH:11][CH:10]=[C:9]2[C:5]=1[CH2:6][CH2:7][N:8]2[C:31](=[O:32])[CH2:30][C:24]1[CH:29]=[CH:28][CH:27]=[CH:26][CH:25]=1. (3) Given the reactants [Cl:1][C:2]1[CH:7]=[CH:6][CH:5]=[C:4]([Cl:8])[C:3]=1[N:9]1[C:13]([CH2:14][OH:15])=[C:12]([CH:16]([CH3:18])[CH3:17])[CH:11]=[N:10]1.F[C:20]1[CH:27]=[CH:26][C:23]([C:24]#[N:25])=[C:22]([CH3:28])[CH:21]=1.C(=O)([O-])[O-].[Cs+].[Cs+], predict the reaction product. The product is: [Cl:8][C:4]1[CH:5]=[CH:6][CH:7]=[C:2]([Cl:1])[C:3]=1[N:9]1[C:13]([CH2:14][O:15][C:20]2[CH:27]=[CH:26][C:23]([C:24]#[N:25])=[C:22]([CH3:28])[CH:21]=2)=[C:12]([CH:16]([CH3:18])[CH3:17])[CH:11]=[N:10]1. (4) Given the reactants CC(C1C=[C:6]([O:10]C2N=CC(NC(=O)[C@@H](C)N)=CC=2)C=CC=1)C.[CH3:23][C:24]1[C:29]([O:30][CH3:31])=[CH:28][CH:27]=[CH:26][C:25]=1[O:32][C:33]1[N:38]=[CH:37][C:36]([NH:39][C:40](=[O:44])[C@@H:41]([CH3:43])[NH2:42])=[CH:35][CH:34]=1, predict the reaction product. The product is: [CH3:43][C@H:41]1[NH:42][C:6](=[O:10])[N:39]([C:36]2[CH:37]=[N:38][C:33]([O:32][C:25]3[CH:26]=[CH:27][CH:28]=[C:29]([O:30][CH3:31])[C:24]=3[CH3:23])=[CH:34][CH:35]=2)[C:40]1=[O:44]. (5) Given the reactants [OH:1][C:2]([C:4]([F:7])([F:6])[F:5])=[O:3].Br[CH2:9][CH2:10][CH2:11][CH2:12][CH2:13][CH2:14][N:15]1[C:19](=[O:20])[C:18]2([CH2:25][CH2:24][N:23]([C@H:26]3[CH2:31][CH2:30][C@@H:29]([CH:32]([CH3:34])[CH3:33])[CH2:28][CH2:27]3)[CH2:22][CH2:21]2)[N:17]([C:35]2[CH:40]=[CH:39][CH:38]=[CH:37][CH:36]=2)[CH2:16]1.[CH3:41][NH:42][CH3:43], predict the reaction product. The product is: [OH:3][C:2]([C:4]([F:7])([F:6])[F:5])=[O:1].[CH3:41][N:42]([CH3:43])[CH2:9][CH2:10][CH2:11][CH2:12][CH2:13][CH2:14][N:15]1[C:19](=[O:20])[C:18]2([CH2:25][CH2:24][N:23]([C@H:26]3[CH2:31][CH2:30][C@@H:29]([CH:32]([CH3:34])[CH3:33])[CH2:28][CH2:27]3)[CH2:22][CH2:21]2)[N:17]([C:35]2[CH:40]=[CH:39][CH:38]=[CH:37][CH:36]=2)[CH2:16]1. (6) Given the reactants [S:1]1[CH:5]=[CH:4][C:3]([CH2:6][C:7]([OH:9])=O)=[CH:2]1.[C:10](N1C=CN=C1)([N:12]1[CH:16]=[CH:15][N:14]=[CH:13]1)=O.CNCCNC, predict the reaction product. The product is: [CH3:10][N:12]([CH3:13])[CH2:16][CH2:15][NH:14][C:7](=[O:9])[CH2:6][C:3]1[CH:4]=[CH:5][S:1][CH:2]=1. (7) The product is: [F:34][C:25]1[CH:26]=[C:27]([S:30]([CH3:33])(=[O:32])=[O:31])[CH:28]=[CH:29][C:24]=1[NH:1][C@H:2]1[CH2:6][CH2:5][N:4]([CH:7]2[CH2:12][CH2:11][N:10]([C:13]([O:15][C:16]([CH3:17])([CH3:19])[CH3:18])=[O:14])[CH2:9][C:8]2([CH3:21])[CH3:20])[C:3]1=[O:22]. Given the reactants [NH2:1][C@H:2]1[CH2:6][CH2:5][N:4]([CH:7]2[CH2:12][CH2:11][N:10]([C:13]([O:15][C:16]([CH3:19])([CH3:18])[CH3:17])=[O:14])[CH2:9][C:8]2([CH3:21])[CH3:20])[C:3]1=[O:22].F[C:24]1[CH:29]=[CH:28][C:27]([S:30]([CH3:33])(=[O:32])=[O:31])=[CH:26][C:25]=1[F:34].C([O-])([O-])=O.[Na+].[Na+], predict the reaction product. (8) Given the reactants [C:1]([O:5][C:6]([N:8]1[C@H:17]([C:18](=[O:40])[NH:19][C@H:20]([C:36]([O:38][CH3:39])=[O:37])[CH2:21][C:22]2[CH:27]=[CH:26][C:25]([C:28]3[CH:33]=[CH:32][N:31]=[C:30]([CH3:34])[C:29]=3[CH3:35])=[CH:24][CH:23]=2)[CH2:16][C:15]2[CH:14]=[C:13]3[O:41][CH2:42][C@H:43]([C:45]4[CH:50]=[CH:49][C:48](OS(C(F)(F)F)(=O)=O)=[CH:47][CH:46]=4)[O:44][C:12]3=[CH:11][C:10]=2[CH2:9]1)=[O:7])([CH3:4])([CH3:3])[CH3:2].[Cl:59][C:60]1[CH:61]=[C:62](B(O)O)[CH:63]=[CH:64][CH:65]=1.C([O-])([O-])=O.[Na+].[Na+], predict the reaction product. The product is: [C:1]([O:5][C:6]([N:8]1[C@H:17]([C:18](=[O:40])[NH:19][C@H:20]([C:36]([O:38][CH3:39])=[O:37])[CH2:21][C:22]2[CH:23]=[CH:24][C:25]([C:28]3[CH:33]=[CH:32][N:31]=[C:30]([CH3:34])[C:29]=3[CH3:35])=[CH:26][CH:27]=2)[CH2:16][C:15]2[CH:14]=[C:13]3[O:41][CH2:42][C@H:43]([C:45]4[CH:50]=[CH:49][C:48]([C:62]5[CH:63]=[CH:64][CH:65]=[C:60]([Cl:59])[CH:61]=5)=[CH:47][CH:46]=4)[O:44][C:12]3=[CH:11][C:10]=2[CH2:9]1)=[O:7])([CH3:4])([CH3:2])[CH3:3]. (9) Given the reactants [Br:1][C:2]1[C:3]2[CH2:10][CH2:9][C:8](=[O:11])[C:4]=2[CH:5]=[N:6][CH:7]=1.[CH3:12][Mg]Br.[NH4+].[Cl-], predict the reaction product. The product is: [Br:1][C:2]1[C:3]2[CH2:10][CH2:9][C:8]([CH3:12])([OH:11])[C:4]=2[CH:5]=[N:6][CH:7]=1.